From a dataset of Reaction yield outcomes from USPTO patents with 853,638 reactions. Predict the reaction yield, written as a fraction of the theoretical maximum amount of product (1.0 means a 100% yield; for example, 0.34 means a 34% yield). The reactants are [K+].[C:2]([C:4]1[N:5]=[C:6]([C:17]([O-:19])=O)[N:7]([CH2:9][O:10][CH2:11][CH2:12][Si:13]([CH3:16])([CH3:15])[CH3:14])[CH:8]=1)#[N:3].CCN(C(C)C)C(C)C.C1CN([P+](Br)(N2CCCC2)N2CCCC2)CC1.F[P-](F)(F)(F)(F)F.[C:53]([O:57][C:58]([N:60]1[CH2:65][CH2:64][CH:63]([C:66]2[CH:71]=[CH:70][C:69]([NH2:72])=[C:68]([C:73]3[CH2:78][CH2:77][CH2:76][CH2:75][CH:74]=3)[N:67]=2)[CH2:62][CH2:61]1)=[O:59])([CH3:56])([CH3:55])[CH3:54]. The catalyst is C(Cl)Cl.CCOC(C)=O. The product is [C:53]([O:57][C:58]([N:60]1[CH2:65][CH2:64][CH:63]([C:66]2[CH:71]=[CH:70][C:69]([NH:72][C:17]([C:6]3[N:7]([CH2:9][O:10][CH2:11][CH2:12][Si:13]([CH3:14])([CH3:15])[CH3:16])[CH:8]=[C:4]([C:2]#[N:3])[N:5]=3)=[O:19])=[C:68]([C:73]3[CH2:78][CH2:77][CH2:76][CH2:75][CH:74]=3)[N:67]=2)[CH2:62][CH2:61]1)=[O:59])([CH3:56])([CH3:54])[CH3:55]. The yield is 0.400.